This data is from Full USPTO retrosynthesis dataset with 1.9M reactions from patents (1976-2016). The task is: Predict the reactants needed to synthesize the given product. (1) Given the product [Cl:26][C:23]1[CH:22]=[CH:21][C:20]([CH:8]([C:5]2[CH:4]=[CH:3][C:2]([Cl:1])=[CH:7][CH:6]=2)[C:9]2[CH:10]=[C:11]3[C:16](=[CH:17][CH:18]=2)[N:15]=[CH:14][N:13]=[C:12]3[N:36]2[CH2:35][CH2:34][CH:33]([NH:32][S:29]([C:28]([F:39])([F:27])[F:40])(=[O:30])=[O:31])[CH2:38][CH2:37]2)=[CH:25][CH:24]=1, predict the reactants needed to synthesize it. The reactants are: [Cl:1][C:2]1[CH:7]=[CH:6][C:5]([CH:8]([C:20]2[CH:25]=[CH:24][C:23]([Cl:26])=[CH:22][CH:21]=2)[C:9]2[CH:10]=[C:11]3[C:16](=[CH:17][CH:18]=2)[N:15]=[CH:14][N:13]=[C:12]3Cl)=[CH:4][CH:3]=1.[F:27][C:28]([F:40])([F:39])[S:29]([NH:32][CH:33]1[CH2:38][CH2:37][NH:36][CH2:35][CH2:34]1)(=[O:31])=[O:30].CC(O)C. (2) Given the product [CH2:16]([O:15][C:6]1[CH:7]=[C:8]([C:11]([F:12])([F:13])[F:14])[CH:9]=[CH:10][C:5]=1[CH:4]=[O:19])[CH2:17][CH3:18], predict the reactants needed to synthesize it. The reactants are: CON(C)[C:4](=[O:19])[C:5]1[CH:10]=[CH:9][C:8]([C:11]([F:14])([F:13])[F:12])=[CH:7][C:6]=1[O:15][CH2:16][CH2:17][CH3:18].[H-].[H-].[H-].[H-].[Li+].[Al+3]. (3) Given the product [C:47]([O:46][C:44]([O:43][C:34]1[C:33]([C:51]([F:52])([F:53])[F:54])=[CH:32][CH:31]=[C:30]([CH2:29][O:7][C:8]2[CH:13]=[CH:12][C:11]([C:14]3[CH:19]=[CH:18][C:17]([CH2:20][C:21]([O:23][CH3:24])=[O:22])=[CH:16][C:15]=3[N+:25]([O-:27])=[O:26])=[CH:10][CH:9]=2)[C:35]=1[C:36]([O:38][C:39]([CH3:42])([CH3:41])[CH3:40])=[O:37])=[O:45])([CH3:48])([CH3:49])[CH3:50], predict the reactants needed to synthesize it. The reactants are: C(=O)([O-])[O-].[K+].[K+].[OH:7][C:8]1[CH:13]=[CH:12][C:11]([C:14]2[CH:19]=[CH:18][C:17]([CH2:20][C:21]([O:23][CH3:24])=[O:22])=[CH:16][C:15]=2[N+:25]([O-:27])=[O:26])=[CH:10][CH:9]=1.Br[CH2:29][C:30]1[C:35]([C:36]([O:38][C:39]([CH3:42])([CH3:41])[CH3:40])=[O:37])=[C:34]([O:43][C:44]([O:46][C:47]([CH3:50])([CH3:49])[CH3:48])=[O:45])[C:33]([C:51]([F:54])([F:53])[F:52])=[CH:32][CH:31]=1.O. (4) The reactants are: [CH:1]1([C:5]2[C:13]([C:14]3[NH:15][C:16]([CH2:19][O:20][CH3:21])=[CH:17][N:18]=3)=[CH:12][C:8]([C:9](O)=[O:10])=[C:7]([CH3:22])[CH:6]=2)[CH2:4][CH2:3][CH2:2]1.Cl.[NH:24]1[CH2:29][CH2:28][CH:27]([C:30]2[CH:37]=[CH:36][C:33]([C:34]#[N:35])=[CH:32][CH:31]=2)[CH2:26][CH2:25]1.CCN=C=NCCCN(C)C.Cl. Given the product [CH:1]1([C:5]2[C:13]([C:14]3[NH:15][C:16]([CH2:19][O:20][CH3:21])=[CH:17][N:18]=3)=[CH:12][C:8]([C:9]([N:24]3[CH2:29][CH2:28][CH:27]([C:30]4[CH:37]=[CH:36][C:33]([C:34]#[N:35])=[CH:32][CH:31]=4)[CH2:26][CH2:25]3)=[O:10])=[C:7]([CH3:22])[CH:6]=2)[CH2:4][CH2:3][CH2:2]1, predict the reactants needed to synthesize it. (5) The reactants are: [NH2:1][C:2]1[C:3]2[N:4]([C:8]([C@@H:12]3[CH2:32][N:16]4[C:17](=[O:31])[CH2:18][N:19](C(OCC5C=CC=CC=5)=O)[CH2:20][C@H:15]4[CH2:14][CH2:13]3)=[N:9][C:10]=2[Br:11])[CH:5]=[CH:6][N:7]=1.C(O)(C)C. Given the product [NH2:1][C:2]1[C:3]2[N:4]([C:8]([C@@H:12]3[CH2:32][N:16]4[C:17](=[O:31])[CH2:18][NH:19][CH2:20][C@H:15]4[CH2:14][CH2:13]3)=[N:9][C:10]=2[Br:11])[CH:5]=[CH:6][N:7]=1, predict the reactants needed to synthesize it. (6) The reactants are: [CH2:1]=[C:2]1[C:10]2[CH:9]=[CH:8][CH:7]=[C:6]([C:11]([O:13]C)=O)[C:5]=2[CH2:4][CH2:3]1.[OH-:15].[Na+].OO.[NH4+].[Cl-].CC(C[AlH]CC(C)C)C. Given the product [CH:2]1([CH2:1][OH:15])[C:10]2[C:5](=[C:6]([CH2:11][OH:13])[CH:7]=[CH:8][CH:9]=2)[CH2:4][CH2:3]1, predict the reactants needed to synthesize it. (7) Given the product [CH3:16][N:13]1[CH2:14][CH2:15][N:10]([C:5]2[CH:4]=[CH:3][C:2]([B:17]3[O:21][C:20]([CH3:23])([CH3:22])[C:19]([CH3:25])([CH3:24])[O:18]3)=[CH:9][C:6]=2[C:7]#[N:8])[CH2:11][CH2:12]1, predict the reactants needed to synthesize it. The reactants are: Br[C:2]1[CH:3]=[CH:4][C:5]([N:10]2[CH2:15][CH2:14][N:13]([CH3:16])[CH2:12][CH2:11]2)=[C:6]([CH:9]=1)[C:7]#[N:8].[B:17]1([B:17]2[O:21][C:20]([CH3:23])([CH3:22])[C:19]([CH3:25])([CH3:24])[O:18]2)[O:21][C:20]([CH3:23])([CH3:22])[C:19]([CH3:25])([CH3:24])[O:18]1.C([O-])(=O)C.[K+].O. (8) The reactants are: [Br:1][C:2]1[CH:10]=[C:9]([CH3:11])[C:5]([C:6]([OH:8])=O)=[C:4]([O:12][CH3:13])[CH:3]=1.C(Cl)(=O)C(Cl)=O.C(N(CC)CC)C.[F:27][C:28]1[CH:35]=[CH:34][C:31]([CH2:32][NH2:33])=[CH:30][CH:29]=1. Given the product [Br:1][C:2]1[CH:10]=[C:9]([CH3:11])[C:5]([C:6]([NH:33][CH2:32][C:31]2[CH:34]=[CH:35][C:28]([F:27])=[CH:29][CH:30]=2)=[O:8])=[C:4]([O:12][CH3:13])[CH:3]=1, predict the reactants needed to synthesize it.